From a dataset of Forward reaction prediction with 1.9M reactions from USPTO patents (1976-2016). Predict the product of the given reaction. Given the reactants [NH:1]([C:10]([O:12][C:13]([CH3:16])([CH3:15])[CH3:14])=[O:11])[C@H:2]([C:7]([OH:9])=O)[C@H:3]([CH2:5][CH3:6])[CH3:4].[NH2:17][C@H:18]([C:23]([OH:25])=[O:24])[CH2:19][CH:20]([CH3:22])[CH3:21].OS([O-])(=O)=O.[K+].O, predict the reaction product. The product is: [NH:1]([C:10]([O:12][C:13]([CH3:16])([CH3:15])[CH3:14])=[O:11])[C@H:2]([C:7]([NH:17][C@H:18]([C:23]([OH:25])=[O:24])[CH2:19][CH:20]([CH3:22])[CH3:21])=[O:9])[C@H:3]([CH2:5][CH3:6])[CH3:4].